This data is from Reaction yield outcomes from USPTO patents with 853,638 reactions. The task is: Predict the reaction yield, written as a fraction of the theoretical maximum amount of product (1.0 means a 100% yield; for example, 0.34 means a 34% yield). (1) The reactants are [CH2:1]([O:3][C:4](=[O:15])[C:5]([OH:14])([C:10]([F:13])([F:12])[F:11])[CH2:6][C:7]([CH3:9])=[CH2:8])[CH3:2].[Cl-].[Al+3].[Cl-].[Cl-].[F:20][C:21]1[CH:26]=[CH:25][C:24]([O:27][CH3:28])=[CH:23][CH:22]=1. No catalyst specified. The product is [CH2:1]([O:3][C:4](=[O:15])[C:5]([OH:14])([C:10]([F:13])([F:12])[F:11])[CH2:6][C:7]([C:25]1[CH:26]=[C:21]([F:20])[CH:22]=[CH:23][C:24]=1[O:27][CH3:28])([CH3:9])[CH3:8])[CH3:2]. The yield is 0.710. (2) The reactants are [CH3:1][S:2][C:3]1[CH:8]=[CH:7][C:6](OB(O)O)=[CH:5][CH:4]=1.[CH2:13](N(CC)CC)C.[CH3:20][O:21][C:22](=[O:31])[C:23]1[CH:28]=[C:27]([OH:29])[CH:26]=C(O)[CH:24]=1. The catalyst is C(Cl)Cl.C([O-])(=O)C.[Cu+2].C([O-])(=O)C. The product is [CH3:20][O:21][C:22](=[O:31])[C:23]1[CH:28]=[C:27]([OH:29])[CH:26]=[C:1]([S:2][C:3]2[CH:8]=[CH:7][C:6]([CH3:13])=[CH:5][CH:4]=2)[CH:24]=1. The yield is 0.360. (3) The reactants are [CH2:1]1[C:10]2[C:5](=[CH:6][CH:7]=CC=2)[CH2:4][CH2:3][N:2]1[CH2:11][CH2:12][CH2:13][CH2:14][O:15][C:16]1[N:25]=[C:24]2[C:19]([CH:20]=[CH:21][C:22](=[O:26])[NH:23]2)=[CH:18][CH:17]=1.[S:27]1C2CNCCC=2C=C1. No catalyst specified. The product is [S:27]1[C:10]2[CH2:1][N:2]([CH2:11][CH2:12][CH2:13][CH2:14][O:15][C:16]3[N:25]=[C:24]4[C:19]([CH:20]=[CH:21][C:22](=[O:26])[NH:23]4)=[CH:18][CH:17]=3)[CH2:3][CH2:4][C:5]=2[CH:6]=[CH:7]1. The yield is 0.140.